From a dataset of Full USPTO retrosynthesis dataset with 1.9M reactions from patents (1976-2016). Predict the reactants needed to synthesize the given product. Given the product [CH3:20][N:17]1[CH2:16][CH2:15][N:14]([CH2:11][CH:12]2[CH2:13][CH2:15][NH:14][CH2:11][CH2:12]2)[CH2:19][CH2:18]1, predict the reactants needed to synthesize it. The reactants are: C(N1[CH2:13][CH2:12][CH:11]([N:14]2[CH2:19][CH2:18][N:17]([CH3:20])[CH2:16][CH2:15]2)CC1)C1C=CC=CC=1.